The task is: Regression. Given two drug SMILES strings and cell line genomic features, predict the synergy score measuring deviation from expected non-interaction effect.. This data is from NCI-60 drug combinations with 297,098 pairs across 59 cell lines. (1) Drug 1: CC1=C2C(C(=O)C3(C(CC4C(C3C(C(C2(C)C)(CC1OC(=O)C(C(C5=CC=CC=C5)NC(=O)C6=CC=CC=C6)O)O)OC(=O)C7=CC=CC=C7)(CO4)OC(=O)C)O)C)OC(=O)C. Drug 2: CS(=O)(=O)CCNCC1=CC=C(O1)C2=CC3=C(C=C2)N=CN=C3NC4=CC(=C(C=C4)OCC5=CC(=CC=C5)F)Cl. Cell line: HCC-2998. Synergy scores: CSS=31.6, Synergy_ZIP=19.4, Synergy_Bliss=20.9, Synergy_Loewe=-17.7, Synergy_HSA=16.9. (2) Drug 1: C1=CC=C(C(=C1)C(C2=CC=C(C=C2)Cl)C(Cl)Cl)Cl. Drug 2: CCCCCOC(=O)NC1=NC(=O)N(C=C1F)C2C(C(C(O2)C)O)O. Cell line: ACHN. Synergy scores: CSS=-3.53, Synergy_ZIP=2.73, Synergy_Bliss=-0.144, Synergy_Loewe=-5.24, Synergy_HSA=-4.87. (3) Drug 1: CN(C)N=NC1=C(NC=N1)C(=O)N. Drug 2: CC1=C2C(C(=O)C3(C(CC4C(C3C(C(C2(C)C)(CC1OC(=O)C(C(C5=CC=CC=C5)NC(=O)C6=CC=CC=C6)O)O)OC(=O)C7=CC=CC=C7)(CO4)OC(=O)C)O)C)OC(=O)C. Cell line: SK-MEL-5. Synergy scores: CSS=17.6, Synergy_ZIP=-2.64, Synergy_Bliss=-0.599, Synergy_Loewe=-25.9, Synergy_HSA=-1.35. (4) Drug 1: CCC1=CC2CC(C3=C(CN(C2)C1)C4=CC=CC=C4N3)(C5=C(C=C6C(=C5)C78CCN9C7C(C=CC9)(C(C(C8N6C)(C(=O)OC)O)OC(=O)C)CC)OC)C(=O)OC.C(C(C(=O)O)O)(C(=O)O)O. Drug 2: CC(CN1CC(=O)NC(=O)C1)N2CC(=O)NC(=O)C2. Cell line: RXF 393. Synergy scores: CSS=35.4, Synergy_ZIP=-1.89, Synergy_Bliss=2.94, Synergy_Loewe=3.98, Synergy_HSA=6.05. (5) Synergy scores: CSS=10.8, Synergy_ZIP=-4.81, Synergy_Bliss=-0.513, Synergy_Loewe=-1.88, Synergy_HSA=-1.70. Drug 1: C1CCC(CC1)NC(=O)N(CCCl)N=O. Drug 2: CC(C)CN1C=NC2=C1C3=CC=CC=C3N=C2N. Cell line: NCI-H522. (6) Drug 1: CC12CCC3C(C1CCC2=O)CC(=C)C4=CC(=O)C=CC34C. Drug 2: C1=NC2=C(N=C(N=C2N1C3C(C(C(O3)CO)O)F)Cl)N. Cell line: BT-549. Synergy scores: CSS=50.6, Synergy_ZIP=-2.54, Synergy_Bliss=-4.38, Synergy_Loewe=-12.1, Synergy_HSA=-2.60. (7) Drug 1: C1CN1C2=NC(=NC(=N2)N3CC3)N4CC4. Drug 2: CN(C)N=NC1=C(NC=N1)C(=O)N. Cell line: SNB-75. Synergy scores: CSS=19.8, Synergy_ZIP=-5.63, Synergy_Bliss=-2.76, Synergy_Loewe=-15.1, Synergy_HSA=-2.61. (8) Drug 1: COC1=C2C(=CC3=C1OC=C3)C=CC(=O)O2. Drug 2: C1CCC(C(C1)N)N.C(=O)(C(=O)[O-])[O-].[Pt+4]. Cell line: HOP-92. Synergy scores: CSS=-10.4, Synergy_ZIP=1.57, Synergy_Bliss=-2.73, Synergy_Loewe=-19.3, Synergy_HSA=-15.6. (9) Drug 1: C1=C(C(=O)NC(=O)N1)F. Cell line: KM12. Drug 2: CC1=C(C(=CC=C1)Cl)NC(=O)C2=CN=C(S2)NC3=CC(=NC(=N3)C)N4CCN(CC4)CCO. Synergy scores: CSS=24.8, Synergy_ZIP=-3.66, Synergy_Bliss=-6.68, Synergy_Loewe=-2.04, Synergy_HSA=-3.04.